Predict the reactants needed to synthesize the given product. From a dataset of Full USPTO retrosynthesis dataset with 1.9M reactions from patents (1976-2016). (1) Given the product [N:22]1([CH2:21][C:12]2[CH:13]=[CH:14][C:15]([C:17]([F:20])([F:18])[F:19])=[CH:16][C:11]=2[N:8]2[CH2:9][CH2:10][C@@H:6]([NH:5][S:2]([CH3:1])(=[O:3])=[O:4])[CH2:7]2)[CH2:27][CH2:26][NH:25][CH2:24][CH2:23]1, predict the reactants needed to synthesize it. The reactants are: [CH3:1][S:2]([NH:5][C@@H:6]1[CH2:10][CH2:9][N:8]([C:11]2[CH:16]=[C:15]([C:17]([F:20])([F:19])[F:18])[CH:14]=[CH:13][C:12]=2[CH2:21][N:22]2[CH2:27][CH2:26][N:25](C(OC(C)(C)C)=O)[CH2:24][CH2:23]2)[CH2:7]1)(=[O:4])=[O:3].C(O)(C(F)(F)F)=O. (2) Given the product [Br:1][C:2]1[CH:3]=[C:4]([NH:8][CH:9]([C:12]2[CH:16]=[CH:15][S:14][CH:13]=2)[C:10]([NH2:11])=[O:17])[CH:5]=[N:6][CH:7]=1, predict the reactants needed to synthesize it. The reactants are: [Br:1][C:2]1[CH:3]=[C:4]([NH:8][CH:9]([C:12]2[CH:16]=[CH:15][S:14][CH:13]=2)[C:10]#[N:11])[CH:5]=[N:6][CH:7]=1.[OH2:17]. (3) Given the product [C:11]([O:15][C:16]([N:18]1[CH2:23][CH2:22][N:21]([C:2]2[N:10]=[CH:9][N:8]=[C:7]3[C:3]=2[N:4]=[CH:5][NH:6]3)[CH2:20][CH2:19]1)=[O:17])([CH3:14])([CH3:12])[CH3:13], predict the reactants needed to synthesize it. The reactants are: Cl[C:2]1[N:10]=[CH:9][N:8]=[C:7]2[C:3]=1[NH:4][CH:5]=[N:6]2.[C:11]([O:15][C:16]([N:18]1[CH2:23][CH2:22][NH:21][CH2:20][CH2:19]1)=[O:17])([CH3:14])([CH3:13])[CH3:12]. (4) Given the product [Cl:1][C:2]1[CH:3]=[C:4]2[C:8](=[CH:9][CH:10]=1)[NH:7][CH:6]=[C:5]2[CH2:11][CH2:12][CH2:13][N:14]([CH2:29][CH3:30])[CH:15]1[CH2:24][C:23]2[C:22]([C:25]([NH2:27])=[O:26])=[CH:21][CH:20]=[C:19]([F:28])[C:18]=2[O:17][CH2:16]1, predict the reactants needed to synthesize it. The reactants are: [Cl:1][C:2]1[CH:3]=[C:4]2[C:8](=[CH:9][CH:10]=1)[NH:7][CH:6]=[C:5]2[CH2:11][CH2:12][CH2:13][NH:14][CH:15]1[CH2:24][C:23]2[C:22]([C:25]([NH2:27])=[O:26])=[CH:21][CH:20]=[C:19]([F:28])[C:18]=2[O:17][CH2:16]1.[CH:29](=O)[CH3:30]. (5) Given the product [C:29]([C@H:27]([C@@H:25]([C:24]([OH:33])=[O:32])[OH:26])[OH:28])([OH:31])=[O:30].[O:1]1[C:6]2[CH:7]=[CH:8][CH:9]=[CH:10][C:5]=2[O:4][CH2:3][C@@H:2]1[CH2:11][N:12]1[CH2:17][CH2:16][CH2:15][C@@:14]([CH2:19][O:20][CH2:21][CH2:22][OH:23])([CH3:18])[CH2:13]1, predict the reactants needed to synthesize it. The reactants are: [O:1]1[C:6]2[CH:7]=[CH:8][CH:9]=[CH:10][C:5]=2[O:4][CH2:3][C@@H:2]1[CH2:11][N:12]1[CH2:17][CH2:16][CH2:15][C@@:14]([CH2:19][O:20][CH2:21][CH2:22][OH:23])([CH3:18])[CH2:13]1.[C:24]([OH:33])(=[O:32])[C@H:25]([C@@H:27]([C:29]([OH:31])=[O:30])[OH:28])[OH:26]. (6) The reactants are: [Br:1][C:2]1[CH:3]=[C:4]([CH:16]=[CH:17][C:18]=1[O:19][CH3:20])[CH2:5][NH:6][C@@H:7]([C:9]1[CH:14]=[CH:13][CH:12]=[C:11]([F:15])[CH:10]=1)[CH3:8].[C:21](O[C:21]([O:23][C:24]([CH3:27])([CH3:26])[CH3:25])=[O:22])([O:23][C:24]([CH3:27])([CH3:26])[CH3:25])=[O:22].C(OCC)C. Given the product [Br:1][C:2]1[CH:3]=[C:4]([CH:16]=[CH:17][C:18]=1[O:19][CH3:20])[CH2:5][N:6]([C@@H:7]([C:9]1[CH:14]=[CH:13][CH:12]=[C:11]([F:15])[CH:10]=1)[CH3:8])[C:21](=[O:22])[O:23][C:24]([CH3:27])([CH3:26])[CH3:25], predict the reactants needed to synthesize it.